Dataset: Catalyst prediction with 721,799 reactions and 888 catalyst types from USPTO. Task: Predict which catalyst facilitates the given reaction. (1) Reactant: [Cl:1][C:2]1[CH:3]=[C:4]2[CH:10]=[CH:9][NH:8][C:5]2=[N:6][CH:7]=1.[H-].[Na+].[CH3:13][C:14]([Si:17](Cl)([CH3:19])[CH3:18])([CH3:16])[CH3:15].[Cl-].[NH4+]. Product: [C:14]([Si:17]([CH3:19])([CH3:18])[N:8]1[C:5]2=[N:6][CH:7]=[C:2]([Cl:1])[CH:3]=[C:4]2[CH:10]=[CH:9]1)([CH3:16])([CH3:15])[CH3:13]. The catalyst class is: 1. (2) Reactant: [Cl:1][C:2]1[CH:7]=[CH:6][C:5]([N:8]2[C:16]([C:17](O)=[O:18])=[C:15]3[C:10]([CH:11]=[C:12]([N+:23]([O-:25])=[O:24])[C:13]([CH:20]4[CH2:22][CH2:21]4)=[CH:14]3)=[N:9]2)=[CH:4][CH:3]=1.C[CH2:27][N:28](C(C)C)C(C)C.CN(C(ON1N=NC2C=CC=NC1=2)=[N+](C)C)C.F[P-](F)(F)(F)(F)F.CN. Product: [Cl:1][C:2]1[CH:7]=[CH:6][C:5]([N:8]2[C:16]([C:17]([NH:28][CH3:27])=[O:18])=[C:15]3[C:10]([CH:11]=[C:12]([N+:23]([O-:25])=[O:24])[C:13]([CH:20]4[CH2:22][CH2:21]4)=[CH:14]3)=[N:9]2)=[CH:4][CH:3]=1. The catalyst class is: 85. (3) Reactant: CCN=C=NCCCN(C)C.C1C=CC2N(O)N=NC=2C=1.[Br:22][C:23]1[CH:28]=[CH:27][C:26]([NH:29][C:30]2[C:38]([C:39]([OH:41])=O)=[C:37]3[N:33]([CH2:34][CH2:35][CH2:36]3)[C:32](=[O:42])[C:31]=2[F:43])=[C:25]([CH3:44])[CH:24]=1.[CH:45]1([CH2:48][O:49][NH2:50])[CH2:47][CH2:46]1. Product: [CH:45]1([CH2:48][O:49][NH:50][C:39]([C:38]2[C:30]([NH:29][C:26]3[CH:27]=[CH:28][C:23]([Br:22])=[CH:24][C:25]=3[CH3:44])=[C:31]([F:43])[C:32](=[O:42])[N:33]3[C:37]=2[CH2:36][CH2:35][CH2:34]3)=[O:41])[CH2:47][CH2:46]1. The catalyst class is: 3. (4) Reactant: [CH:1]1([C:7]2[C:8]3[CH:9]=[CH:10][C:11]([C:40]([O:42]C(C)(C)C)=[O:41])=[CH:12][C:13]=3[N:14]3[CH2:20][C:19]([C:21]4[CH:25]=[CH:24][S:23][C:22]=4[C:26]([N:28]4[CH2:33][CH2:32][O:31][CH2:30][CH2:29]4)=[O:27])=[CH:18][C:17]4[CH:34]=[C:35]([O:38][CH3:39])[CH:36]=[CH:37][C:16]=4[C:15]=23)[CH2:6][CH2:5][CH2:4][CH2:3][CH2:2]1.C(O)(C(F)(F)F)=O.C1C=CC=CC=1. Product: [CH:1]1([C:7]2[C:8]3[CH:9]=[CH:10][C:11]([C:40]([OH:42])=[O:41])=[CH:12][C:13]=3[N:14]3[CH2:20][C:19]([C:21]4[CH:25]=[CH:24][S:23][C:22]=4[C:26]([N:28]4[CH2:29][CH2:30][O:31][CH2:32][CH2:33]4)=[O:27])=[CH:18][C:17]4[CH:34]=[C:35]([O:38][CH3:39])[CH:36]=[CH:37][C:16]=4[C:15]=23)[CH2:2][CH2:3][CH2:4][CH2:5][CH2:6]1. The catalyst class is: 26. (5) Reactant: C([C:3]1[CH:10]=[CH:9][C:6]([CH:7]=[O:8])=[CH:5][CH:4]=1)#C.[O:11]=[C:12](CC)[CH2:13][C:14](OC)=O.CC1(C)CC(=O)CC(=O)C1.C([O-])(=O)C.[NH4+].II. Product: [CH2:12]([O:11][C:3]1[CH:4]=[CH:5][C:6]([CH:7]=[O:8])=[CH:9][CH:10]=1)[C:13]#[CH:14]. The catalyst class is: 8. (6) Reactant: [CH2:1]([O:3][C:4](=[O:20])[CH2:5][CH2:6][NH:7][C:8](=[O:19])[NH:9][C:10]1[S:11][CH:12]=[C:13]([CH3:18])[C:14]=1[C:15]([O-])=[O:16])[CH3:2].[O-]CC.[Na+]. Product: [CH3:18][C:13]1[C:14]2[C:15](=[O:16])[N:7]([CH2:6][CH2:5][C:4]([O:3][CH2:1][CH3:2])=[O:20])[C:8](=[O:19])[NH:9][C:10]=2[S:11][CH:12]=1. The catalyst class is: 14. (7) The catalyst class is: 8. Reactant: [CH3:1][C:2]([NH:27]C(=O)C(F)(F)F)([CH3:26])[CH2:3][C:4]1[CH:9]=[CH:8][C:7]([S:10]([C:13]2[CH:25]=[CH:24][C:16]([O:17][CH2:18][C:19]([O:21][CH2:22][CH3:23])=[O:20])=[CH:15][CH:14]=2)(=[O:12])=[O:11])=[CH:6][CH:5]=1.[OH-].[Na+]. Product: [NH2:27][C:2]([CH3:1])([CH3:26])[CH2:3][C:4]1[CH:9]=[CH:8][C:7]([S:10]([C:13]2[CH:25]=[CH:24][C:16]([O:17][CH2:18][C:19]([O:21][CH2:22][CH3:23])=[O:20])=[CH:15][CH:14]=2)(=[O:12])=[O:11])=[CH:6][CH:5]=1. (8) Reactant: [C:1]([C:3]1[CH:8]=[CH:7][C:6]([NH:9][C:10](=[O:38])[CH2:11][C:12]2[CH:17]=[CH:16][C:15]([C:18]3[CH:19]=[N:20][C:21]([O:27]CC4C=CC(OC)=CC=4)=[CH:22][C:23]=3[O:24][CH2:25][CH3:26])=[CH:14][C:13]=2[F:37])=[CH:5][C:4]=1[C:39]([F:42])([F:41])[F:40])#[N:2].C(O)(C(F)(F)F)=O.[NH4+].[OH-]. Product: [C:1]([C:3]1[CH:8]=[CH:7][C:6]([NH:9][C:10](=[O:38])[CH2:11][C:12]2[CH:17]=[CH:16][C:15]([C:18]3[C:23]([O:24][CH2:25][CH3:26])=[CH:22][C:21](=[O:27])[NH:20][CH:19]=3)=[CH:14][C:13]=2[F:37])=[CH:5][C:4]=1[C:39]([F:41])([F:42])[F:40])#[N:2]. The catalyst class is: 2.